Task: Regression/Classification. Given a drug SMILES string, predict its absorption, distribution, metabolism, or excretion properties. Task type varies by dataset: regression for continuous measurements (e.g., permeability, clearance, half-life) or binary classification for categorical outcomes (e.g., BBB penetration, CYP inhibition). Dataset: cyp3a4_veith.. Dataset: CYP3A4 inhibition data for predicting drug metabolism from PubChem BioAssay (1) The compound is CC(C)(C)NC(=O)CSC(=Nc1ccc(F)cc1)NC#N. The result is 0 (non-inhibitor). (2) The drug is Cc1ccc(C(=O)Nc2c(C#N)c(C)c(C)n2Cc2ccccc2)cc1. The result is 1 (inhibitor). (3) The result is 0 (non-inhibitor). The compound is N[C@H](C(=O)O)c1ccc(C(=O)O)c(O)c1.